The task is: Predict the reactants needed to synthesize the given product.. This data is from Full USPTO retrosynthesis dataset with 1.9M reactions from patents (1976-2016). (1) Given the product [Cl:26][C:27]1[CH:33]=[CH:32][C:30]([NH:31]/[C:16](=[C:6]2\[C:5](=[O:25])[NH:4][C:12]3[C:7]\2=[CH:8][C:9]([N+:13]([O-:15])=[O:14])=[CH:10][CH:11]=3)/[C:17]2[CH:22]=[CH:21][CH:20]=[CH:19][CH:18]=2)=[CH:29][CH:28]=1, predict the reactants needed to synthesize it. The reactants are: C([N:4]1[C:12]2[C:7](=[CH:8][C:9]([N+:13]([O-:15])=[O:14])=[CH:10][CH:11]=2)[C:6](=[C:16](OC)[C:17]2[CH:22]=[CH:21][CH:20]=[CH:19][CH:18]=2)[C:5]1=[O:25])(=O)C.[Cl:26][C:27]1[CH:33]=[CH:32][C:30]([NH2:31])=[CH:29][CH:28]=1.N. (2) Given the product [C:7]([O:11][C:12]([N:13]([CH2:14][CH:15]1[CH2:20][CH2:19][N:18]([C:41]2[CH:42]=[C:43]([CH:49]=[CH:50][CH:51]=2)[C:44]([O:46][CH2:47][CH3:48])=[O:45])[CH2:17][CH:16]1[C:21]1[CH:22]=[CH:23][CH:24]=[CH:25][CH:26]=1)[C@@H:27]([C:29]1[C:38]2[C:33](=[CH:34][CH:35]=[CH:36][CH:37]=2)[CH:32]=[CH:31][CH:30]=1)[CH3:28])=[O:39])([CH3:8])([CH3:9])[CH3:10], predict the reactants needed to synthesize it. The reactants are: O1CCOCC1.[C:7]([O:11][C:12](=[O:39])[N:13]([C@@H:27]([C:29]1[C:38]2[C:33](=[CH:34][CH:35]=[CH:36][CH:37]=2)[CH:32]=[CH:31][CH:30]=1)[CH3:28])[CH2:14][CH:15]1[CH2:20][CH2:19][NH:18][CH2:17][CH:16]1[C:21]1[CH:26]=[CH:25][CH:24]=[CH:23][CH:22]=1)([CH3:10])([CH3:9])[CH3:8].I[C:41]1[CH:42]=[C:43]([CH:49]=[CH:50][CH:51]=1)[C:44]([O:46][CH2:47][CH3:48])=[O:45].C(=O)([O-])[O-].[Cs+].[Cs+]. (3) Given the product [Cl:50][C:45]1[CH:46]=[CH:47][C:48]2[N:49]=[C:9]([C@:8]([OH:17])([CH2:1][C:2]3[CH:3]=[CH:4][CH:5]=[CH:6][CH:7]=3)[C:12]([O:14][CH2:15][CH3:16])=[O:13])[NH:42][C:43]=2[CH:44]=1, predict the reactants needed to synthesize it. The reactants are: [CH2:1]([C@:8]([OH:17])([C:12]([O:14][CH2:15][CH3:16])=[O:13])[C:9](O)=O)[C:2]1[CH:7]=[CH:6][CH:5]=[CH:4][CH:3]=1.CN(C(ON1N=NC2C=CC=NC1=2)=[N+](C)C)C.F[P-](F)(F)(F)(F)F.[NH2:42][C:43]1[CH:44]=[C:45]([Cl:50])[CH:46]=[CH:47][C:48]=1[NH2:49].CN(C=O)C. (4) Given the product [Cl:33][C:2]1[C:3]2[NH:10][CH:9]=[C:8]([C:11]([O:13][CH2:14][CH3:15])=[O:12])[C:4]=2[N:5]=[CH:6][N:7]=1, predict the reactants needed to synthesize it. The reactants are: O[C:2]1[C:3]2[NH:10][CH:9]=[C:8]([C:11]([O:13][CH2:14][CH3:15])=[O:12])[C:4]=2[N:5]=[CH:6][N:7]=1.OC1C2C(=C(C(OCC)=O)NC=2)N=CN=1.P(Cl)(Cl)([Cl:33])=O. (5) Given the product [Cl:1][C:2]1[N:11]=[CH:10][C:9]2[CH2:8][CH2:7][CH2:6][CH:5]([C:13]3[CH:18]=[CH:17][CH:16]=[CH:15][CH:14]=3)[C:4]=2[N:3]=1, predict the reactants needed to synthesize it. The reactants are: [Cl:1][C:2]1[N:11]=[C:10](Cl)[C:9]2[CH2:8][CH2:7][CH2:6][CH:5]([C:13]3[CH:18]=[CH:17][CH:16]=[CH:15][CH:14]=3)[C:4]=2[N:3]=1.[Cl-].[NH4+]. (6) Given the product [Cl:20][C:4]1[CH:3]=[C:2]([NH:24][CH:21]2[CH2:23][CH2:22]2)[N:7]2[N:8]=[C:9]([NH:11][C:12](=[O:19])[C:13]3[CH:18]=[CH:17][CH:16]=[N:15][CH:14]=3)[N:10]=[C:6]2[CH:5]=1, predict the reactants needed to synthesize it. The reactants are: Cl[C:2]1[N:7]2[N:8]=[C:9]([NH:11][C:12](=[O:19])[C:13]3[CH:18]=[CH:17][CH:16]=[N:15][CH:14]=3)[N:10]=[C:6]2[CH:5]=[C:4]([Cl:20])[CH:3]=1.[CH:21]1([NH2:24])[CH2:23][CH2:22]1. (7) The reactants are: [C:1]([NH:4][C:5]1[S:6][C:7]2[C:13]3[N:14]([C:20]4[CH:25]=[CH:24][C:23]([CH2:26][C:27]([O:29]C)=[O:28])=[CH:22][C:21]=4[Cl:31])[N:15]=[C:16]([CH:17]4[CH2:19][CH2:18]4)[C:12]=3[CH2:11][CH2:10][C:8]=2[N:9]=1)(=[O:3])[CH3:2].[OH-].[Li+]. Given the product [C:1]([NH:4][C:5]1[S:6][C:7]2[C:13]3[N:14]([C:20]4[CH:25]=[CH:24][C:23]([CH2:26][C:27]([OH:29])=[O:28])=[CH:22][C:21]=4[Cl:31])[N:15]=[C:16]([CH:17]4[CH2:19][CH2:18]4)[C:12]=3[CH2:11][CH2:10][C:8]=2[N:9]=1)(=[O:3])[CH3:2], predict the reactants needed to synthesize it.